From a dataset of Forward reaction prediction with 1.9M reactions from USPTO patents (1976-2016). Predict the product of the given reaction. (1) Given the reactants [CH2:1]([O:3][C:4]([C:6]1[CH:7]=[N:8][C:9]2[C:14]([C:15]=1Cl)=[CH:13][CH:12]=[CH:11][C:10]=2[N+:17]([O-])=O)=[O:5])[CH3:2].[CH2:20]([NH2:23])[CH2:21][CH3:22], predict the reaction product. The product is: [CH2:1]([O:3][C:4]([C:6]1[CH:7]=[N:8][C:9]2[C:14]([C:15]=1[NH:23][CH2:20][CH2:21][CH3:22])=[CH:13][CH:12]=[CH:11][C:10]=2[NH2:17])=[O:5])[CH3:2]. (2) Given the reactants [CH3:1][C:2]1[O:8][CH:7]=[CH:6][C:4](=[O:5])[C:3]=1[OH:9].[OH-].[Na+].[CH2:12](Cl)[C:13]1[CH:18]=[CH:17][CH:16]=[CH:15][CH:14]=1, predict the reaction product. The product is: [CH3:1][C:2]1[O:8][CH:7]=[CH:6][C:4](=[O:5])[C:3]=1[O:9][CH2:12][C:13]1[CH:18]=[CH:17][CH:16]=[CH:15][CH:14]=1. (3) Given the reactants [N:1]#[C:2][C@@H:3]([C:9]([O:11][CH2:12][CH3:13])=[O:10])[NH:4][C:5](=O)[CH2:6][CH3:7].COC1C=CC(P2(=S)SP(=S)(C3C=CC(OC)=CC=3)[S:23]2)=CC=1, predict the reaction product. The product is: [NH2:1][C:2]1[S:23][C:5]([CH2:6][CH3:7])=[N:4][C:3]=1[C:9]([O:11][CH2:12][CH3:13])=[O:10]. (4) Given the reactants [CH3:1][O:2][C:3](=[O:40])[CH2:4][CH2:5][C:6]1[CH:11]=[CH:10][C:9]([C:12]([CH2:37][CH3:38])([C:15]2[CH:20]=[CH:19][C:18]([C:21]#[C:22][C:23]([O:32]COC)([C:28]([F:31])([F:30])[F:29])[C:24]([F:27])([F:26])[F:25])=[C:17]([CH3:36])[CH:16]=2)[CH2:13][CH3:14])=[CH:8][C:7]=1[CH3:39].C(Br)(Br)(Br)Br, predict the reaction product. The product is: [CH3:1][O:2][C:3](=[O:40])[CH2:4][CH2:5][C:6]1[CH:11]=[CH:10][C:9]([C:12]([CH2:13][CH3:14])([C:15]2[CH:20]=[CH:19][C:18]([C:21]#[C:22][C:23]([OH:32])([C:28]([F:30])([F:29])[F:31])[C:24]([F:27])([F:26])[F:25])=[C:17]([CH3:36])[CH:16]=2)[CH2:37][CH3:38])=[CH:8][C:7]=1[CH3:39]. (5) Given the reactants [NH2:1][C@@:2]([C:17]1[CH:22]=[C:21]([Br:23])[CH:20]=[CH:19][C:18]=1[F:24])([CH3:16])[C:3]([F:15])([F:14])[C:4]([CH3:13])([O:6][CH2:7][C:8](OCC)=[O:9])[CH3:5].C[Al](C)C.C(=O)([O-])O.[Na+], predict the reaction product. The product is: [Br:23][C:21]1[CH:20]=[CH:19][C:18]([F:24])=[C:17]([C@:2]2([CH3:16])[C:3]([F:15])([F:14])[C:4]([CH3:13])([CH3:5])[O:6][CH2:7][C:8](=[O:9])[NH:1]2)[CH:22]=1. (6) Given the reactants [O:1]1[CH2:6][CH2:5][CH2:4][CH2:3][CH:2]1[N:7]1[C:11]2[CH:12]=[CH:13][C:14]([C:16]([OH:18])=O)=[CH:15][C:10]=2[N:9]=[CH:8]1.Cl.C(N=C=NCCCN(C)C)C.C1C=CC2N(O)N=NC=2C=1.Cl.[CH3:42][O:43][NH:44][CH3:45], predict the reaction product. The product is: [CH3:42][O:43][N:44]([CH3:45])[C:16]([C:14]1[CH:13]=[CH:12][C:11]2[N:7]([CH:2]3[CH2:3][CH2:4][CH2:5][CH2:6][O:1]3)[CH:8]=[N:9][C:10]=2[CH:15]=1)=[O:18]. (7) Given the reactants [OH-].[K+].C([C:5]1[CH:18]=[CH:17][CH:16]=[CH:15][C:6]=1[CH2:7][O:8][CH2:9][C:10](OCC)=[O:11])#N.Cl.C(COCC1C=CC=CC=1C(O)=O)(O)=O.C([O-])(=O)C.[K+], predict the reaction product. The product is: [CH2:7]1[C:6]2[C:15](=[CH:16][CH:17]=[CH:18][CH:5]=2)[C:10](=[O:11])[CH2:9][O:8]1. (8) Given the reactants O=S(Cl)Cl.[CH2:5]([O:12][C:13]1[CH:21]=[CH:20][C:19]([C:22]2[NH:43][C:25]3=[N:26][CH:27]=[C:28]([CH:30]4[CH2:35][CH2:34][N:33]([C:36]([O:38][C:39]([CH3:42])([CH3:41])[CH3:40])=[O:37])[CH2:32][CH2:31]4)[CH:29]=[C:24]3[N:23]=2)=[CH:18][C:14]=1[C:15](O)=[O:16])[C:6]1[CH:11]=[CH:10][CH:9]=[CH:8][CH:7]=1.C[N:45](C=O)C.[OH-].[NH4+], predict the reaction product. The product is: [CH2:5]([O:12][C:13]1[CH:21]=[CH:20][C:19]([C:22]2[NH:43][C:25]3=[N:26][CH:27]=[C:28]([CH:30]4[CH2:31][CH2:32][N:33]([C:36]([O:38][C:39]([CH3:41])([CH3:42])[CH3:40])=[O:37])[CH2:34][CH2:35]4)[CH:29]=[C:24]3[N:23]=2)=[CH:18][C:14]=1[C:15](=[O:16])[NH2:45])[C:6]1[CH:11]=[CH:10][CH:9]=[CH:8][CH:7]=1. (9) Given the reactants [OH-].[Na+].CO.C([O:7][C:8]([C:10]1[C:14]([C:15]2[CH:20]=[CH:19][C:18]([Cl:21])=[CH:17][CH:16]=2)=[CH:13][S:12][C:11]=1[N:22]1[C:30](=[O:31])[C:29]2[C:24](=[CH:25][CH:26]=[CH:27][CH:28]=2)[C:23]1=[O:32])=[O:9])C.Cl, predict the reaction product. The product is: [Cl:21][C:18]1[CH:19]=[CH:20][C:15]([C:14]2[C:10]([C:8]([OH:9])=[O:7])=[C:11]([N:22]3[C:30](=[O:31])[C:29]4[C:24](=[CH:25][CH:26]=[CH:27][CH:28]=4)[C:23]3=[O:32])[S:12][CH:13]=2)=[CH:16][CH:17]=1. (10) Given the reactants C1(P(C2CCCCC2)C2C=CC=C(C(C)C)C=2C2C=CC(C(C)C)=CC=2C(C)C)CCCCC1.Br[C:36]1[C:37]([CH3:42])=[N:38][CH:39]=[CH:40][CH:41]=1.[Br-].[N:44]1[CH:49]=[CH:48][CH:47]=[CH:46][C:45]=1[Zn+].[Cl-].[NH4+], predict the reaction product. The product is: [CH3:42][C:37]1[C:36]([C:45]2[CH:46]=[CH:47][CH:48]=[CH:49][N:44]=2)=[CH:41][CH:40]=[CH:39][N:38]=1.